Dataset: Reaction yield outcomes from USPTO patents with 853,638 reactions. Task: Predict the reaction yield, written as a fraction of the theoretical maximum amount of product (1.0 means a 100% yield; for example, 0.34 means a 34% yield). The catalyst is O1CCOCC1.O.C1C=CC([P]([Pd]([P](C2C=CC=CC=2)(C2C=CC=CC=2)C2C=CC=CC=2)([P](C2C=CC=CC=2)(C2C=CC=CC=2)C2C=CC=CC=2)[P](C2C=CC=CC=2)(C2C=CC=CC=2)C2C=CC=CC=2)(C2C=CC=CC=2)C2C=CC=CC=2)=CC=1. The product is [C:16]([C:12]1[CH:11]([C:29]2[CH:28]=[CH:27][C:26]([S:23]([N:22]([CH3:41])[CH3:21])(=[O:24])=[O:25])=[CH:31][CH:30]=2)[C:10](=[O:9])[N:14]([CH3:15])[N:13]=1)([CH3:17])([CH3:18])[CH3:19]. The reactants are C([O:9][C:10]1[N:14]([CH3:15])[N:13]=[C:12]([C:16]([CH3:19])([CH3:18])[CH3:17])[C:11]=1Br)(=O)C1C=CC=CC=1.[CH3:21][N:22]([CH3:41])[S:23]([C:26]1[CH:31]=[CH:30][C:29](B2OC(C)(C)C(C)(C)O2)=[CH:28][CH:27]=1)(=[O:25])=[O:24].C(=O)(O)[O-].[Na+]. The yield is 0.120.